Predict which catalyst facilitates the given reaction. From a dataset of Catalyst prediction with 721,799 reactions and 888 catalyst types from USPTO. (1) Reactant: C(O)(C(F)(F)F)=O.[CH2:8]([N:10]([C:24]([NH:26][CH2:27][CH:28]1[CH2:33][CH2:32][N:31]([S:34]([CH3:37])(=[O:36])=[O:35])[CH2:30][CH2:29]1)=[O:25])[CH:11]1[CH2:16][CH2:15][N:14](C(OC(C)(C)C)=O)[CH2:13][CH2:12]1)[CH3:9]. Product: [CH2:8]([N:10]([CH:11]1[CH2:12][CH2:13][NH:14][CH2:15][CH2:16]1)[C:24]([NH:26][CH2:27][CH:28]1[CH2:33][CH2:32][N:31]([S:34]([CH3:37])(=[O:36])=[O:35])[CH2:30][CH2:29]1)=[O:25])[CH3:9]. The catalyst class is: 4. (2) Product: [OH:17][CH:16]([C:15]1[C:14]([C:28]2[CH:29]=[N:30][CH:31]=[CH:32][CH:33]=2)=[N:13][N:11]2[CH:12]=[C:7]([O:6][CH3:5])[CH:8]=[CH:9][C:10]=12)[C:18]1[N:23]=[C:22]([C:24]([O:26][CH3:27])=[O:25])[CH:21]=[CH:20][CH:19]=1. Reactant: CO.[BH4-].[Na+].[CH3:5][O:6][C:7]1[CH:8]=[CH:9][C:10]2[N:11]([N:13]=[C:14]([C:28]3[CH:29]=[N:30][CH:31]=[CH:32][CH:33]=3)[C:15]=2[C:16]([C:18]2[N:23]=[C:22]([C:24]([O:26][CH3:27])=[O:25])[CH:21]=[CH:20][CH:19]=2)=[O:17])[CH:12]=1.[Cl-].[NH4+]. The catalyst class is: 4. (3) Reactant: [CH3:1][C:2]1[CH:3]=[CH:4][C:5]([NH:21][C:22]([C:24]2[CH:25]=[CH:26][C:27]([CH2:30][N:31]3[CH2:36][CH2:35][N:34]([CH3:37])[CH2:33][CH2:32]3)=[CH:28][CH:29]=2)=[O:23])=[CH:6][C:7]=1[NH:8][C:9]1[N:10]=[CH:11][CH:12]=[C:13]([C:15]2[CH:16]=[CH:17][CH:18]=[N:19][CH:20]=2)[N:14]=1.[CH3:38][S:39]([OH:42])(=[O:41])=[O:40]. Product: [CH3:1][C:2]1[CH:3]=[CH:4][C:5]([NH:21][C:22]([C:24]2[CH:29]=[CH:28][C:27]([CH2:30][N:31]3[CH2:32][CH2:33][N:34]([CH3:37])[CH2:35][CH2:36]3)=[CH:26][CH:25]=2)=[O:23])=[CH:6][C:7]=1[NH:8][C:9]1[N:10]=[CH:11][CH:12]=[C:13]([C:15]2[CH:16]=[CH:17][CH:18]=[N:19][CH:20]=2)[N:14]=1.[CH3:38][S:39]([OH:42])(=[O:41])=[O:40]. The catalyst class is: 8. (4) Reactant: [CH3:1][C:2]1[CH:7]=[CH:6][C:5]([N+:8]([O-:10])=[O:9])=[CH:4][C:3]=1[S:11](Cl)(=[O:13])=[O:12].[CH3:15][NH:16][CH3:17]. Product: [CH3:1][C:2]1[CH:7]=[CH:6][C:5]([N+:8]([O-:10])=[O:9])=[CH:4][C:3]=1[S:11]([N:16]([CH3:17])[CH3:15])(=[O:13])=[O:12]. The catalyst class is: 24. (5) Reactant: [CH3:1][C:2]1[N:3]=[C:4]([CH3:33])[N:5]2[C:10]=1[C:9]([O:11][C:12]1[CH:17]=[C:16]([O:18][CH3:19])[C:15]([O:20][CH3:21])=[C:14]([O:22][CH3:23])[CH:13]=1)=[N:8][C:7]([C:24]1[CH:29]=[CH:28][C:27]([N+:30]([O-])=O)=[CH:26][CH:25]=1)=[N:6]2.[H][H]. Product: [CH3:1][C:2]1[N:3]=[C:4]([CH3:33])[N:5]2[C:10]=1[C:9]([O:11][C:12]1[CH:17]=[C:16]([O:18][CH3:19])[C:15]([O:20][CH3:21])=[C:14]([O:22][CH3:23])[CH:13]=1)=[N:8][C:7]([C:24]1[CH:25]=[CH:26][C:27]([NH2:30])=[CH:28][CH:29]=1)=[N:6]2. The catalyst class is: 19. (6) Reactant: [OH:1][CH2:2][CH2:3][CH2:4][CH2:5][O:6][C:7]1[CH:8]=[CH:9][C:10]2[CH2:16][CH2:15][NH:14][C:13](=[O:17])[NH:12][C:11]=2[N:18]=1.C(N(CC)CC)C.[CH3:26][S:27](Cl)(=[O:29])=[O:28].O. Product: [CH3:26][S:27]([O:1][CH2:2][CH2:3][CH2:4][CH2:5][O:6][C:7]1[CH:8]=[CH:9][C:10]2[CH2:16][CH2:15][NH:14][C:13](=[O:17])[NH:12][C:11]=2[N:18]=1)(=[O:29])=[O:28]. The catalyst class is: 4. (7) Reactant: [C:1]([O:5][C:6]([N:8]1[CH2:13][CH2:12][N:11]([CH2:14][C:15]([OH:17])=O)[CH2:10][CH2:9]1)=[O:7])([CH3:4])([CH3:3])[CH3:2].[NH2:18][C:19]1[S:20][CH:21]=[CH:22][N:23]=1.C(N(C(C)C)CC)(C)C.C1CN([P+](ON2N=NC3C=CC=CC2=3)(N2CCCC2)N2CCCC2)CC1.F[P-](F)(F)(F)(F)F. Product: [O:17]=[C:15]([NH:18][C:19]1[S:20][CH:21]=[CH:22][N:23]=1)[CH2:14][N:11]1[CH2:10][CH2:9][N:8]([C:6]([O:5][C:1]([CH3:2])([CH3:3])[CH3:4])=[O:7])[CH2:13][CH2:12]1. The catalyst class is: 4.